This data is from Full USPTO retrosynthesis dataset with 1.9M reactions from patents (1976-2016). The task is: Predict the reactants needed to synthesize the given product. (1) The reactants are: [CH3:1][C:2]1[S:3][C:4]([C:10]2[CH:15]=[CH:14][CH:13]=[CH:12][CH:11]=2)=[C:5]([C:7]([OH:9])=O)[N:6]=1.CCN(C(C)C)C(C)C.CN(C(ON1N=NC2C=CC=CC1=2)=[N+](C)C)C.[B-](F)(F)(F)F.[NH:47]1[CH2:52][CH2:51][CH2:50][CH2:49][C@H:48]1[CH2:53][C:54]1[N:55]=[C:56]2[CH:61]=[CH:60][CH:59]=[C:58]([C:62]([F:65])([F:64])[F:63])[N:57]2[CH:66]=1. Given the product [CH3:1][C:2]1[S:3][C:4]([C:10]2[CH:15]=[CH:14][CH:13]=[CH:12][CH:11]=2)=[C:5]([C:7]([N:47]2[CH2:52][CH2:51][CH2:50][CH2:49][C@H:48]2[CH2:53][C:54]2[N:55]=[C:56]3[CH:61]=[CH:60][CH:59]=[C:58]([C:62]([F:63])([F:64])[F:65])[N:57]3[CH:66]=2)=[O:9])[N:6]=1, predict the reactants needed to synthesize it. (2) Given the product [F:35][C:30]1[CH:29]=[C:28]([C:26]2[N:27]=[C:22]([NH:21][C:18]3[CH:17]=[CH:16][C:15]([CH2:14][C:13]([OH:46])=[O:12])=[CH:20][CH:19]=3)[C:23]3[CH2:38][CH2:37][CH2:36][C:24]=3[N:25]=2)[CH:33]=[CH:32][C:31]=1[F:34], predict the reactants needed to synthesize it. The reactants are: FC(F)(F)C(O)=O.C([O:12][C:13](=[O:46])[CH2:14][C:15]1[CH:20]=[CH:19][C:18]([N:21](C(OC(C)(C)C)=O)[C:22]2[C:23]3[CH2:38][CH2:37][CH2:36][C:24]=3[N:25]=[C:26]([C:28]3[CH:33]=[CH:32][C:31]([F:34])=[C:30]([F:35])[CH:29]=3)[N:27]=2)=[CH:17][CH:16]=1)(C)(C)C. (3) Given the product [NH:6]1[CH2:7][CH2:8][CH:9]([N:12]2[C:13]3[CH:18]=[CH:17][CH:16]=[CH:15][C:14]=3[NH:19][C:27]2=[S:28])[CH2:10][CH2:11]1, predict the reactants needed to synthesize it. The reactants are: C(OC([N:6]1[CH2:11][CH2:10][CH:9]([NH:12][C:13]2[CH:18]=[CH:17][CH:16]=[CH:15][C:14]=2[NH2:19])[CH2:8][CH2:7]1)=O)C.C(N(CC)CC)C.[C:27](Cl)(Cl)=[S:28]. (4) Given the product [OH:7][CH:8]([CH2:27][CH2:28][CH2:29][CH2:30][CH2:31][C:32]([CH3:43])([CH3:42])[CH2:33][C:34](=[O:41])[C:35]1[CH:40]=[CH:39][CH:38]=[N:37][CH:36]=1)[CH2:9][CH2:10][CH2:11][CH2:12][CH2:13][C:14]([CH3:26])([CH3:25])[CH2:15][O:16][C:17](=[O:24])[C:18]1[CH:23]=[CH:22][CH:21]=[N:20][CH:19]=1, predict the reactants needed to synthesize it. The reactants are: O1CCCCC1[O:7][CH:8]([CH2:27][CH2:28][CH2:29][CH2:30][CH2:31][C:32]([CH3:43])([CH3:42])[CH2:33][C:34](=[O:41])[C:35]1[CH:40]=[CH:39][CH:38]=[N:37][CH:36]=1)[CH2:9][CH2:10][CH2:11][CH2:12][CH2:13][C:14]([CH3:26])([CH3:25])[CH2:15][O:16][C:17](=[O:24])[C:18]1[CH:23]=[CH:22][CH:21]=[N:20][CH:19]=1.C(O)(=O)C.C1COCC1. (5) Given the product [O:71]1[CH:72]=[CH:73][CH:74]=[C:70]1[C:67]1[S:66][C:65]([NH:64][C:26]([C:24]2[CH:23]=[CH:22][C:21]3[N:17]([CH2:16][CH2:15][O:14][CH2:13][O:12][CH2:11][CH2:10][CH2:9][NH2:8])[C:18](=[O:29])[NH:19][C:20]=3[CH:25]=2)=[O:28])=[N:69][N:68]=1, predict the reactants needed to synthesize it. The reactants are: C(OC([NH:8][CH2:9][CH2:10][CH2:11][O:12][CH2:13][O:14][CH2:15][CH2:16][N:17]1[C:21]2[CH:22]=[CH:23][C:24]([C:26]([OH:28])=O)=[CH:25][C:20]=2[N:19]=[C:18]1[O:29]C)=O)(C)(C)C.CN(C(ON1N=NC2C=CC=NC1=2)=[N+](C)C)C.F[P-](F)(F)(F)(F)F.CCN(C(C)C)C(C)C.[NH2:64][C:65]1[S:66][C:67]([C:70]2[O:71][CH:72]=[CH:73][CH:74]=2)=[N:68][N:69]=1. (6) Given the product [CH:3]([C:11]1[C:12]2[O:13][C:14]3[CH:20]=[CH:19][CH:18]=[CH:17][C:15]=3[C:16]=2[CH:8]=[CH:9][CH:10]=1)=[CH2:4], predict the reactants needed to synthesize it. The reactants are: [OH-].[K+].[CH2:3]1COC[CH2:4]1.[CH:8]1[C:16]2[C:15]3[CH:17]=[CH:18][CH:19]=[CH:20][C:14]=3[O:13][C:12]=2[C:11](B(O)O)=[CH:10][CH:9]=1.C1(P(C2C=CC=CC=2)C2C=CC=CC=2)C=CC=CC=1. (7) Given the product [Cl:24][C:6]1[C:7]([CH3:23])=[C:8]([C:18]([NH:20][CH2:21][CH3:22])=[O:19])[C:9]([C:10]2[CH:11]=[C:12]([F:17])[CH:13]=[C:14]([F:16])[CH:15]=2)=[C:4]([CH:2]([NH:1][C:26]2[C:27]3[N:35]=[CH:34][CH:33]=[CH:32][C:28]=3[N:29]=[CH:30][N:31]=2)[CH3:3])[CH:5]=1, predict the reactants needed to synthesize it. The reactants are: [NH2:1][CH:2]([C:4]1[CH:5]=[C:6]([Cl:24])[C:7]([CH3:23])=[C:8]([C:18]([NH:20][CH2:21][CH3:22])=[O:19])[C:9]=1[C:10]1[CH:15]=[C:14]([F:16])[CH:13]=[C:12]([F:17])[CH:11]=1)[CH3:3].Cl[C:26]1[C:27]2[N:35]=[CH:34][CH:33]=[CH:32][C:28]=2[N:29]=[CH:30][N:31]=1.C(N(CC)C(C)C)(C)C.